Dataset: NCI-60 drug combinations with 297,098 pairs across 59 cell lines. Task: Regression. Given two drug SMILES strings and cell line genomic features, predict the synergy score measuring deviation from expected non-interaction effect. (1) Drug 1: CCC1(CC2CC(C3=C(CCN(C2)C1)C4=CC=CC=C4N3)(C5=C(C=C6C(=C5)C78CCN9C7C(C=CC9)(C(C(C8N6C)(C(=O)OC)O)OC(=O)C)CC)OC)C(=O)OC)O.OS(=O)(=O)O. Drug 2: CC12CCC3C(C1CCC2O)C(CC4=C3C=CC(=C4)O)CCCCCCCCCS(=O)CCCC(C(F)(F)F)(F)F. Cell line: NCI-H322M. Synergy scores: CSS=-1.25, Synergy_ZIP=1.59, Synergy_Bliss=-0.997, Synergy_Loewe=-3.49, Synergy_HSA=-3.94. (2) Drug 1: N.N.Cl[Pt+2]Cl. Drug 2: CC1C(C(CC(O1)OC2CC(CC3=C2C(=C4C(=C3O)C(=O)C5=C(C4=O)C(=CC=C5)OC)O)(C(=O)CO)O)N)O.Cl. Cell line: PC-3. Synergy scores: CSS=43.7, Synergy_ZIP=-1.87, Synergy_Bliss=-1.96, Synergy_Loewe=-32.7, Synergy_HSA=-0.216. (3) Drug 1: C(CN)CNCCSP(=O)(O)O. Drug 2: CC1C(C(CC(O1)OC2CC(CC3=C2C(=C4C(=C3O)C(=O)C5=CC=CC=C5C4=O)O)(C(=O)C)O)N)O. Cell line: CCRF-CEM. Synergy scores: CSS=38.6, Synergy_ZIP=1.85, Synergy_Bliss=0.655, Synergy_Loewe=-23.1, Synergy_HSA=1.79.